From a dataset of Full USPTO retrosynthesis dataset with 1.9M reactions from patents (1976-2016). Predict the reactants needed to synthesize the given product. (1) Given the product [CH3:1][N:2]1[CH:6]=[C:5]([NH2:7])[C:4]([OH:15])=[C:3]1[C:16]([O:18][CH2:19][CH3:20])=[O:17], predict the reactants needed to synthesize it. The reactants are: [CH3:1][N:2]1[CH:6]=[C:5]([NH:7]C(OC(C)(C)C)=O)[C:4]([OH:15])=[C:3]1[C:16]([O:18][CH2:19][CH3:20])=[O:17]. (2) Given the product [O:13]=[C:1]1[CH:2]=[CH:3][C:4](=[O:12])[N:5]1[CH2:6][CH2:7][CH2:8][C:9]([NH:15][NH:14][C:16]([O:18][C:19]([CH3:22])([CH3:21])[CH3:20])=[O:17])=[O:11], predict the reactants needed to synthesize it. The reactants are: [C:1]1(=[O:13])[N:5]([CH2:6][CH2:7][CH2:8][C:9]([OH:11])=O)[C:4](=[O:12])[CH:3]=[CH:2]1.[NH:14]([C:16]([O:18][C:19]([CH3:22])([CH3:21])[CH3:20])=[O:17])[NH2:15].C(Cl)CCl. (3) Given the product [Br:1][C:2]1[CH:7]=[N:6][C:5]2[N:8]([CH2:9][CH3:10])[C:15]3[N:16]=[C:17]([Cl:21])[CH:18]=[C:19]([CH3:20])[C:14]=3[NH:13][C:11](=[O:12])[C:4]=2[CH:3]=1, predict the reactants needed to synthesize it. The reactants are: [Br:1][C:2]1[CH:3]=[C:4]([C:11]([NH:13][C:14]2[C:15](Cl)=[N:16][C:17]([Cl:21])=[CH:18][C:19]=2[CH3:20])=[O:12])[C:5]([NH:8][CH2:9][CH3:10])=[N:6][CH:7]=1.C[Si]([N-][Si](C)(C)C)(C)C.[Na+].C1COCC1.O. (4) Given the product [N:29]([C:2]1[CH:3]=[CH:4][N:5]=[CH:6][CH:7]=1)=[C:32]=[O:17], predict the reactants needed to synthesize it. The reactants are: C(O)(=O)[C:2]1[CH:7]=[CH:6][N:5]=[CH:4][CH:3]=1.C1(P(N=[N+]=[N-])(C2C=CC=CC=2)=[O:17])C=CC=CC=1.C([N:29]([CH2:32]C)CC)C. (5) The reactants are: C([O:3][C:4]([C:6]1[NH:7][C:8]2[C:13]([CH:14]=1)=[CH:12][CH:11]=[CH:10][CH:9]=2)=[O:5])C.Br[CH2:16][C:17]1[C:26]2[C:21](=[CH:22][C:23]([O:27][CH:28]([CH3:30])[CH3:29])=[CH:24][CH:25]=2)[CH:20]=[CH:19][CH:18]=1. Given the product [CH:28]([O:27][C:23]1[CH:22]=[C:21]2[C:26](=[CH:25][CH:24]=1)[C:17]([CH2:16][N:7]1[C:8]3[C:13](=[CH:12][CH:11]=[CH:10][CH:9]=3)[CH:14]=[C:6]1[C:4]([OH:3])=[O:5])=[CH:18][CH:19]=[CH:20]2)([CH3:30])[CH3:29], predict the reactants needed to synthesize it. (6) Given the product [Cl:1][C:2]1[C:7]([C:8]2[CH:13]=[CH:12][C:11]([C:14]([F:17])([F:16])[F:15])=[CH:10][CH:9]=2)=[CH:6][C:5]2[NH:18][C:29]([C:28]([F:33])([F:32])[C:27]([F:35])([F:34])[F:26])=[N:19][C:4]=2[CH:3]=1, predict the reactants needed to synthesize it. The reactants are: [Cl:1][C:2]1[CH:3]=[C:4]([NH2:19])[C:5]([NH2:18])=[CH:6][C:7]=1[C:8]1[CH:13]=[CH:12][C:11]([C:14]([F:17])([F:16])[F:15])=[CH:10][CH:9]=1.C(=O)([O-])[O-].[Na+].[Na+].[F:26][C:27]([F:35])([F:34])[C:28]([F:33])([F:32])[C:29](O)=O. (7) Given the product [C:36]([C:19]1[C:26]([F:27])=[CH:25][C:22]([CH:4]([C:5]([O:7][C:8]([CH3:9])([CH3:10])[CH3:11])=[O:6])[C:3]([O:13][C:14]([CH3:17])([CH3:16])[CH3:15])=[O:12])=[C:21]([O:28][CH3:29])[CH:20]=1)#[N:37], predict the reactants needed to synthesize it. The reactants are: [H-].[Na+].[C:3]([O:13][C:14]([CH3:17])([CH3:16])[CH3:15])(=[O:12])[CH2:4][C:5]([O:7][C:8]([CH3:11])([CH3:10])[CH3:9])=[O:6].F[C:19]1[C:26]([F:27])=[CH:25][C:22](C#N)=[C:21]([O:28][CH3:29])[CH:20]=1.CCOC(C)=O.[CH3:36][N:37](C=O)C.